This data is from Forward reaction prediction with 1.9M reactions from USPTO patents (1976-2016). The task is: Predict the product of the given reaction. (1) Given the reactants [CH3:1][CH2:2][CH2:3][CH2:4][C:5]1[N:9]([CH2:10][C:11]2[CH:12]=[CH:13][C:14]([C:17]3[CH:18]=[CH:19][CH:20]=[CH:21][C:22]=3[C:23]3[N:27]=[N:26][NH:25][N:24]=3)=[CH:15][CH:16]=2)[C:8]([CH2:28][OH:29])=[C:7]([Cl:30])[N:6]=1.[N+:31]([O:34][CH2:35][CH2:36][CH2:37][C:38]([O:40][CH2:41][CH2:42][NH:43][C:44](OC1C=CC([N+]([O-])=O)=CC=1)=[O:45])=[O:39])([O-:33])=[O:32], predict the reaction product. The product is: [N+:31]([O:34][CH2:35][CH2:36][CH2:37][C:38]([O:40][CH2:41][CH2:42][NH:43][C:44]([O:29][CH2:28][C:8]1[N:9]([CH2:10][C:11]2[CH:12]=[CH:13][C:14]([C:17]3[CH:18]=[CH:19][CH:20]=[CH:21][C:22]=3[C:23]3[NH:27][N:26]=[N:25][N:24]=3)=[CH:15][CH:16]=2)[C:5]([CH2:4][CH2:3][CH2:2][CH3:1])=[N:6][C:7]=1[Cl:30])=[O:45])=[O:39])([O-:33])=[O:32]. (2) The product is: [NH2:1][C:2]1[N:7]=[CH:6][C:5]([C:8]([OH:13])=[O:11])=[CH:4][C:3]=1[CH3:10]. Given the reactants [NH2:1][C:2]1[N:7]=[CH:6][C:5]([C:8]#N)=[CH:4][C:3]=1[CH3:10].[OH-:11].[Na+].[OH2:13], predict the reaction product. (3) The product is: [C:32]1([CH2:38][C:39]#[C:40][C:2]2[CH:3]=[C:4]([C:8]3[N:9]=[N:10][N:11]([CH2:13][C:14]4[CH:22]=[CH:21][C:17]([C:18]([OH:20])=[O:19])=[CH:16][CH:15]=4)[N:12]=3)[CH:5]=[CH:6][CH:7]=2)[CH:37]=[CH:36][CH:35]=[CH:34][CH:33]=1. Given the reactants I[C:2]1[CH:3]=[C:4]([C:8]2[N:9]=[N:10][N:11]([CH2:13][C:14]3[CH:22]=[CH:21][C:17]([C:18]([OH:20])=[O:19])=[CH:16][CH:15]=3)[N:12]=2)[CH:5]=[CH:6][CH:7]=1.C(N(C(C)C)CC)(C)C.[C:32]1([CH2:38][C:39]#[CH:40])[CH:37]=[CH:36][CH:35]=[CH:34][CH:33]=1, predict the reaction product. (4) Given the reactants Cl.[NH2:2][OH:3].[OH-].[K+].[CH:6]1([NH:9][C:10](=[O:40])[C:11]([C:33]2[CH:38]=[CH:37][C:36]([F:39])=[CH:35][CH:34]=2)=[CH:12][C:13]2[CH:18]=[CH:17][C:16](/[CH:19]=[CH:20]/[C:21]([NH:23][CH2:24][CH2:25][CH2:26][CH:27]=[CH:28][C:29](OC)=[O:30])=[O:22])=[CH:15][CH:14]=2)[CH2:8][CH2:7]1, predict the reaction product. The product is: [CH:6]1([NH:9][C:10](=[O:40])/[C:11](/[C:33]2[CH:38]=[CH:37][C:36]([F:39])=[CH:35][CH:34]=2)=[CH:12]/[C:13]2[CH:14]=[CH:15][C:16]([CH:19]=[CH:20][C:21]([NH:23][CH2:24][CH2:25][CH2:26][CH2:27][CH2:28][C:29]([NH:2][OH:3])=[O:30])=[O:22])=[CH:17][CH:18]=2)[CH2:8][CH2:7]1. (5) Given the reactants [Cl:1][C:2]1[CH:3]=[C:4]([CH2:10][CH2:11][C:12]2([CH:20]3[CH2:24][CH2:23][CH2:22][CH2:21]3)[O:17][C:16](=[O:18])[CH2:15][C:14](=[O:19])[CH2:13]2)[CH:5]=[CH:6][C:7]=1[O:8][CH3:9].[N:25]1([C:30]2[CH:37]=[CH:36][C:33]([CH:34]=O)=[CH:32][CH:31]=2)[CH:29]=[CH:28][CH:27]=[N:26]1, predict the reaction product. The product is: [Cl:1][C:2]1[CH:3]=[C:4]([CH2:10][CH2:11][C:12]2([CH:20]3[CH2:24][CH2:23][CH2:22][CH2:21]3)[O:17][C:16](=[O:18])[C:15]([CH2:34][C:33]3[CH:32]=[CH:31][C:30]([N:25]4[CH:29]=[CH:28][CH:27]=[N:26]4)=[CH:37][CH:36]=3)=[C:14]([OH:19])[CH2:13]2)[CH:5]=[CH:6][C:7]=1[O:8][CH3:9]. (6) Given the reactants [NH2:1][C:2]1[C:7]([N+:8]([O-:10])=[O:9])=[CH:6][C:5]([CH3:11])=[C:4]([Cl:12])[CH:3]=1.[H-].[Na+].Br[CH2:16][CH2:17][CH2:18][C:19]1[CH:24]=[CH:23][CH:22]=[CH:21][CH:20]=1, predict the reaction product. The product is: [Cl:12][C:4]1[C:5]([CH3:11])=[CH:6][C:7]([N+:8]([O-:10])=[O:9])=[C:2]([CH:3]=1)[NH:1][CH2:16][CH2:17][CH2:18][C:19]1[CH:24]=[CH:23][CH:22]=[CH:21][CH:20]=1.